From a dataset of Forward reaction prediction with 1.9M reactions from USPTO patents (1976-2016). Predict the product of the given reaction. (1) Given the reactants [CH2:1]([C:3]1[C:8](=[O:9])[NH:7][C:6]([CH3:10])=[C:5]([C:11]2[CH:16]=[CH:15][CH:14]=[C:13]([CH:17]=O)[N:12]=2)[CH:4]=1)[CH3:2].[N:19]1([CH:24]2[CH2:29][CH2:28][NH:27][CH2:26][CH2:25]2)[CH2:23][CH2:22][CH2:21][CH2:20]1, predict the reaction product. The product is: [CH2:1]([C:3]1[C:8](=[O:9])[NH:7][C:6]([CH3:10])=[C:5]([C:11]2[CH:16]=[CH:15][CH:14]=[C:13]([CH2:17][N:27]3[CH2:28][CH2:29][CH:24]([N:19]4[CH2:23][CH2:22][CH2:21][CH2:20]4)[CH2:25][CH2:26]3)[N:12]=2)[CH:4]=1)[CH3:2]. (2) Given the reactants [NH2:1][C:2]1[CH:10]=[C:9]([N+:11]([O-:13])=[O:12])[C:8]([O:14][CH3:15])=[CH:7][C:3]=1[C:4]([NH2:6])=[O:5].C(Cl)(=O)[C:17](Cl)=[O:18], predict the reaction product. The product is: [CH3:15][O:14][C:8]1[CH:7]=[C:3]2[C:2](=[CH:10][C:9]=1[N+:11]([O-:13])=[O:12])[NH:1][C:17](=[O:18])[NH:6][C:4]2=[O:5]. (3) Given the reactants [OH:1][CH:2]([C:6]1[CH:11]=[CH:10][C:9]([C:12]2[N:16]=[C:15]([C:17]3[O:21][N:20]=[C:19]([C:22]4[CH:27]=[CH:26][CH:25]=[CH:24][CH:23]=4)[C:18]=3[C:28]([F:31])([F:30])[F:29])[O:14][N:13]=2)=[CH:8][CH:7]=1)[C:3](O)=[O:4].CN1CCOCC1.[NH:39]1[C:43]([CH2:44][NH2:45])=[N:42][CH:41]=[N:40]1.F[P-](F)(F)(F)(F)F.N1(O[P+](N(C)C)(N(C)C)N(C)C)C2C=CC=CC=2N=N1, predict the reaction product. The product is: [NH:39]1[C:43]([CH2:44][NH:45][C:3](=[O:4])[CH:2]([OH:1])[C:6]2[CH:11]=[CH:10][C:9]([C:12]3[N:16]=[C:15]([C:17]4[O:21][N:20]=[C:19]([C:22]5[CH:23]=[CH:24][CH:25]=[CH:26][CH:27]=5)[C:18]=4[C:28]([F:29])([F:30])[F:31])[O:14][N:13]=3)=[CH:8][CH:7]=2)=[N:42][CH:41]=[N:40]1. (4) Given the reactants [N+:1]([C:4]1[CH:5]=[CH:6][C:7]2[S:11][CH:10]=[N:9][C:8]=2[CH:12]=1)([O-])=O, predict the reaction product. The product is: [NH2:1][C:4]1[CH:5]=[CH:6][C:7]2[S:11][CH:10]=[N:9][C:8]=2[CH:12]=1. (5) Given the reactants [C:1]([O:5][C:6]([N:8]1[CH2:13][CH2:12][N:11]([C:14]([C:16]2[C:20]3=[N:21][CH:22]=[CH:23][CH:24]=[C:19]3[N:18]([C:25]3[CH:30]=[CH:29][CH:28]=[CH:27][CH:26]=3)[C:17]=2Cl)=[O:15])[CH2:10][CH2:9]1)=[O:7])([CH3:4])([CH3:3])[CH3:2].[F:32][C:33]1[CH:38]=[CH:37][CH:36]=[C:35]([CH3:39])[C:34]=1[OH:40], predict the reaction product. The product is: [C:1]([O:5][C:6]([N:8]1[CH2:13][CH2:12][N:11]([C:14]([C:16]2[C:20]3=[N:21][CH:22]=[CH:23][CH:24]=[C:19]3[N:18]([C:25]3[CH:30]=[CH:29][CH:28]=[CH:27][CH:26]=3)[C:17]=2[O:40][C:34]2[C:35]([CH3:39])=[CH:36][CH:37]=[CH:38][C:33]=2[F:32])=[O:15])[CH2:10][CH2:9]1)=[O:7])([CH3:4])([CH3:3])[CH3:2].